The task is: Predict the reactants needed to synthesize the given product.. This data is from Full USPTO retrosynthesis dataset with 1.9M reactions from patents (1976-2016). Given the product [Cl:16][C:17]1[CH:22]=[CH:21][CH:20]=[CH:19][C:18]=1[S:23]([N:2]([C@H:3]1[C:11]2[C:6](=[CH:7][CH:8]=[C:9]([C:12]([O:14][CH3:15])=[O:13])[CH:10]=2)[CH2:5][CH2:4]1)[CH3:1])(=[O:25])=[O:24], predict the reactants needed to synthesize it. The reactants are: [CH3:1][NH:2][C@H:3]1[C:11]2[C:6](=[CH:7][CH:8]=[C:9]([C:12]([O:14][CH3:15])=[O:13])[CH:10]=2)[CH2:5][CH2:4]1.[Cl:16][C:17]1[CH:22]=[CH:21][CH:20]=[CH:19][C:18]=1[S:23](Cl)(=[O:25])=[O:24].